From a dataset of Forward reaction prediction with 1.9M reactions from USPTO patents (1976-2016). Predict the product of the given reaction. (1) Given the reactants [OH:1][C:2]1[CH:7]=[CH:6][C:5]([C:8]([C:28]2[CH:33]=[CH:32][C:31]([OH:34])=[CH:30][CH:29]=2)=[C:9]([C:13]2[CH:14]=[C:15]([O:19][CH2:20][CH2:21][CH2:22][C:23]([O:25]CC)=[O:24])[CH:16]=[CH:17][CH:18]=2)[CH2:10][CH2:11][CH3:12])=[CH:4][CH:3]=1.[OH-].[Na+], predict the reaction product. The product is: [OH:34][C:31]1[CH:30]=[CH:29][C:28]([C:8]([C:5]2[CH:4]=[CH:3][C:2]([OH:1])=[CH:7][CH:6]=2)=[C:9]([C:13]2[CH:14]=[C:15]([O:19][CH2:20][CH2:21][CH2:22][C:23]([OH:25])=[O:24])[CH:16]=[CH:17][CH:18]=2)[CH2:10][CH2:11][CH3:12])=[CH:33][CH:32]=1. (2) Given the reactants [Cl:1][C:2]1[CH:13]=[CH:12][C:5]([C:6]([NH:8][CH2:9][CH:10]=[O:11])=O)=[C:4]([OH:14])[CH:3]=1.ClP(Cl)(C1C=CC=CC=1)(C1C=CC=CC=1)C1C=CC=CC=1.C(N(CC)CC)C.O.O.O.O.O.O.[Cl-].[Mg+2:50].[Cl-].[Cl-].[Mg+2].[Cl-], predict the reaction product. The product is: [Cl:1][C:2]1[CH:13]=[CH:12][C:5]([C:6]2[O:11][CH:10]=[CH:9][N:8]=2)=[C:4]([O-:14])[CH:3]=1.[Cl:1][C:2]1[CH:13]=[CH:12][C:5]([C:6]2[O:11][CH:10]=[CH:9][N:8]=2)=[C:4]([O-:14])[CH:3]=1.[Mg+2:50]. (3) The product is: [Cl:14][C:15]1[CH:16]=[CH:17][C:18]2[O:23][CH:22]([C:24]#[N:26])[O:21][C:20]([CH:33]3[CH2:34][CH2:35][CH2:36][CH2:37][CH2:38]3)([CH:27]3[CH2:32][CH2:31][CH2:30][CH2:29][CH2:28]3)[C:19]=2[CH:39]=1. Given the reactants FC(F)(F)C(OC(=O)C(F)(F)F)=O.[Cl:14][C:15]1[CH:16]=[CH:17][C:18]2[O:23][CH:22]([C:24]([NH2:26])=O)[O:21][C:20]([CH:33]3[CH2:38][CH2:37][CH2:36][CH2:35][CH2:34]3)([CH:27]3[CH2:32][CH2:31][CH2:30][CH2:29][CH2:28]3)[C:19]=2[CH:39]=1.N1C=CC=CC=1, predict the reaction product.